From a dataset of Forward reaction prediction with 1.9M reactions from USPTO patents (1976-2016). Predict the product of the given reaction. (1) Given the reactants F[C:2]1[C:3]([CH3:22])=[N:4][C:5]2[C:10]([N:11]=1)=[C:9]([C:12]1[NH:20][C:19]3[CH2:18][CH2:17][NH:16][C:15](=[O:21])[C:14]=3[CH:13]=1)[CH:8]=[CH:7][CH:6]=2.[CH:23]1([NH2:30])[CH2:29][CH2:28][CH2:27][CH2:26][CH2:25][CH2:24]1.CO.C(Cl)Cl, predict the reaction product. The product is: [CH:23]1([NH:30][C:2]2[C:3]([CH3:22])=[N:4][C:5]3[C:10]([N:11]=2)=[C:9]([C:12]2[NH:20][C:19]4[CH2:18][CH2:17][NH:16][C:15](=[O:21])[C:14]=4[CH:13]=2)[CH:8]=[CH:7][CH:6]=3)[CH2:29][CH2:28][CH2:27][CH2:26][CH2:25][CH2:24]1. (2) Given the reactants Br[C:2]1[CH:7]=[CH:6][C:5]([C@@H:8]([N:10]2[CH2:15][CH2:14][C@:13]([CH2:22][CH2:23][CH2:24][OH:25])([C:16]3[CH:21]=[CH:20][CH:19]=[CH:18][CH:17]=3)[O:12][C:11]2=[O:26])[CH3:9])=[CH:4][CH:3]=1.Br[C:28]1[CH:33]=[C:32]([CH3:34])[N:31]=[C:30]([CH3:35])[CH:29]=1, predict the reaction product. The product is: [CH3:35][C:30]1[CH:29]=[C:28]([C:2]2[CH:3]=[CH:4][C:5]([C@@H:8]([N:10]3[CH2:15][CH2:14][C@:13]([CH2:22][CH2:23][CH2:24][OH:25])([C:16]4[CH:21]=[CH:20][CH:19]=[CH:18][CH:17]=4)[O:12][C:11]3=[O:26])[CH3:9])=[CH:6][CH:7]=2)[CH:33]=[C:32]([CH3:34])[N:31]=1. (3) Given the reactants [CH3:1][O:2][C:3](=[O:27])[C@H:4]([CH2:6][C:7]1[CH:12]=[CH:11][C:10]([O:13][CH2:14][C:15]2[N:19]([CH3:20])[C:18]3[CH:21]=[C:22]([O:25][CH3:26])[CH:23]=[CH:24][C:17]=3[N:16]=2)=[CH:9][CH:8]=1)[NH2:5].N1C=CC=CC=1.[CH3:34][S:35](O[S:35]([CH3:34])(=[O:37])=[O:36])(=[O:37])=[O:36], predict the reaction product. The product is: [CH3:1][O:2][C:3](=[O:27])[C@H:4]([CH2:6][C:7]1[CH:8]=[CH:9][C:10]([O:13][CH2:14][C:15]2[N:19]([CH3:20])[C:18]3[CH:21]=[C:22]([O:25][CH3:26])[CH:23]=[CH:24][C:17]=3[N:16]=2)=[CH:11][CH:12]=1)[NH:5][S:35]([CH3:34])(=[O:37])=[O:36]. (4) The product is: [C@@H:6]1([O:24][C:25]2[C:29]([CH2:30][C:31]3[CH:36]=[CH:35][C:34](/[CH:37]=[CH:38]/[C:39](=[O:40])[NH:46][C:47]([CH2:50][OH:51])([CH3:52])[CH2:48][OH:49])=[CH:33][C:32]=3[CH3:42])=[C:28]([CH:43]([CH3:45])[CH3:44])[NH:27][N:26]=2)[O:7][C@H:8]([CH2:19][OH:20])[C@@H:9]([OH:15])[C@H:10]([OH:11])[C@H:5]1[OH:4]. Given the reactants C([O:4][C@@H:5]1[C@@H:10]([O:11]C(=O)C)[C@H:9]([O:15]C(=O)C)[C@@H:8]([CH2:19][O:20]C(=O)C)[O:7][C@H:6]1[O:24][C:25]1[C:29]([CH2:30][C:31]2[CH:36]=[CH:35][C:34](/[CH:37]=[CH:38]/[C:39](O)=[O:40])=[CH:33][C:32]=2[CH3:42])=[C:28]([CH:43]([CH3:45])[CH3:44])[NH:27][N:26]=1)(=O)C.[NH2:46][C:47]([CH3:52])([CH2:50][OH:51])[CH2:48][OH:49].[Cl-].[NH4+], predict the reaction product. (5) Given the reactants Br[C:2]1[C:7]2=[N:8][C:9]([C:12]([NH2:14])=[O:13])=[CH:10][N:11]=[C:6]2[CH:5]=[N:4][CH:3]=1.[C:15]([C:17]1[CH:22]=[CH:21][C:20](B(O)O)=[CH:19][CH:18]=1)#[N:16].C(=O)([O-])[O-].[Cs+].[Cs+].O1CCOCC1, predict the reaction product. The product is: [C:15]([C:17]1[CH:22]=[CH:21][C:20]([C:2]2[C:7]3=[N:8][C:9]([C:12]([NH2:14])=[O:13])=[CH:10][N:11]=[C:6]3[CH:5]=[N:4][CH:3]=2)=[CH:19][CH:18]=1)#[N:16]. (6) Given the reactants [Cl:1][C:2]1[C:6]2[N:7]=[C:8]([C:12]3[CH:17]=[CH:16][N:15]=[CH:14][CH:13]=3)[N:9]=[C:10](O)[C:5]=2[S:4][CH:3]=1.O=P(Cl)(Cl)[Cl:20], predict the reaction product. The product is: [Cl:1][C:2]1[C:6]2[N:7]=[C:8]([C:12]3[CH:17]=[CH:16][N:15]=[CH:14][CH:13]=3)[N:9]=[C:10]([Cl:20])[C:5]=2[S:4][CH:3]=1.